This data is from Reaction yield outcomes from USPTO patents with 853,638 reactions. The task is: Predict the reaction yield, written as a fraction of the theoretical maximum amount of product (1.0 means a 100% yield; for example, 0.34 means a 34% yield). (1) The reactants are Br[C:2]1[CH:7]=[CH:6][C:5]([C:8]([CH3:12])([CH3:11])[CH2:9][OH:10])=[CH:4][CH:3]=1.[CH3:13][C:14]1([CH3:28])[CH2:19][O:18][B:17]([B:17]2[O:18][CH2:19][C:14]([CH3:28])([CH3:13])[CH2:15][O:16]2)[O:16][CH2:15]1.CC([O-])=O.[K+]. The catalyst is C1COCC1.C1C=CC(P(C2C=CC=CC=2)[C-]2C=CC=C2)=CC=1.C1C=CC(P(C2C=CC=CC=2)[C-]2C=CC=C2)=CC=1.Cl[Pd]Cl.[Fe+2]. The product is [CH3:13][C:14]1([CH3:28])[CH2:19][O:18][B:17]([C:2]2[CH:7]=[CH:6][C:5]([C:8]([CH3:12])([CH3:11])[CH2:9][OH:10])=[CH:4][CH:3]=2)[O:16][CH2:15]1. The yield is 0.420. (2) The reactants are [CH3:1][C:2]([C:11]1[S:12][C:13]([C:16]2[CH:21]=[C:20]([NH:22][C:23]3[N:28]=[C:27]([C:29]([F:32])([F:31])[F:30])[CH:26]=[CH:25][N:24]=3)[CH:19]=[C:18]([CH3:33])[CH:17]=2)=[CH:14][N:15]=1)([CH3:10])[C:3]([O:5]C(C)(C)C)=[O:4].Cl. The catalyst is O1CCOCC1.CCOCC. The product is [CH3:10][C:2]([C:11]1[S:12][C:13]([C:16]2[CH:21]=[C:20]([NH:22][C:23]3[N:28]=[C:27]([C:29]([F:31])([F:32])[F:30])[CH:26]=[CH:25][N:24]=3)[CH:19]=[C:18]([CH3:33])[CH:17]=2)=[CH:14][N:15]=1)([CH3:1])[C:3]([OH:5])=[O:4]. The yield is 0.980. (3) The reactants are [CH2:1]([S:8][CH:9]([CH:36]([O:39][CH3:40])[O:37][CH3:38])[CH2:10][NH:11][C:12]([C:14]1[N:15]([CH2:33][O:34][CH3:35])[C:16]2[C:21]([CH:22]=1)=[CH:20][CH:19]=[CH:18][C:17]=2[NH:23][S:24]([C:27]1[CH:32]=[CH:31][CH:30]=[CH:29][N:28]=1)(=[O:26])=[O:25])=[O:13])[C:2]1[CH:7]=[CH:6][CH:5]=[CH:4][CH:3]=1.[C:41](=O)([O-])[O-].[K+].[K+].CI. The catalyst is CN(C)C=O.C(OCC)(=O)C. The product is [CH2:1]([S:8][CH:9]([CH:36]([O:39][CH3:40])[O:37][CH3:38])[CH2:10][NH:11][C:12]([C:14]1[N:15]([CH2:33][O:34][CH3:35])[C:16]2[C:21]([CH:22]=1)=[CH:20][CH:19]=[CH:18][C:17]=2[N:23]([CH3:41])[S:24]([C:27]1[CH:32]=[CH:31][CH:30]=[CH:29][N:28]=1)(=[O:26])=[O:25])=[O:13])[C:2]1[CH:3]=[CH:4][CH:5]=[CH:6][CH:7]=1. The yield is 1.00.